Dataset: Forward reaction prediction with 1.9M reactions from USPTO patents (1976-2016). Task: Predict the product of the given reaction. (1) Given the reactants Cl[C:2]1[CH:7]=[C:6]([NH2:8])[CH:5]=[C:4]([Cl:9])[N:3]=1.[O-:10][CH2:11][CH3:12].[Na+].O, predict the reaction product. The product is: [Cl:9][C:4]1[CH:5]=[C:6]([NH2:8])[CH:7]=[C:2]([O:10][CH2:11][CH3:12])[N:3]=1. (2) Given the reactants Br[CH2:2][CH2:3][OH:4].[CH2:5]([C:9]1[CH:10]=[C:11]2[C:16](=[CH:17][CH:18]=1)[C:15]([C:19]([NH:21][C:22]1[CH:23]=[C:24]([CH:30]=[CH:31][CH:32]=1)[O:25][CH2:26][C:27]([OH:29])=[O:28])=[O:20])=[CH:14][CH:13]=[CH:12]2)[CH2:6][CH2:7][CH3:8].C([O-])(O)=O.[Na+].CN(C=O)C, predict the reaction product. The product is: [CH2:5]([C:9]1[CH:10]=[C:11]2[C:16](=[CH:17][CH:18]=1)[C:15]([C:19]([NH:21][C:22]1[CH:23]=[C:24]([CH:30]=[CH:31][CH:32]=1)[O:25][CH2:26][C:27]([O:29][CH2:2][CH2:3][OH:4])=[O:28])=[O:20])=[CH:14][CH:13]=[CH:12]2)[CH2:6][CH2:7][CH3:8].